From a dataset of Reaction yield outcomes from USPTO patents with 853,638 reactions. Predict the reaction yield, written as a fraction of the theoretical maximum amount of product (1.0 means a 100% yield; for example, 0.34 means a 34% yield). (1) The reactants are B.CSC.[F:5][C:6]([F:18])([F:17])[C:7]([C:13]([F:16])([F:15])[F:14])([OH:12])[CH2:8][C:9]([CH3:11])=[CH2:10].[OH-:19].[Na+]. The catalyst is C1COCC1. The product is [F:5][C:6]([F:17])([F:18])[C:7]([C:13]([F:14])([F:15])[F:16])([OH:12])[CH2:8][CH:9]([CH3:11])[CH2:10][OH:19]. The yield is 0.850. (2) The product is [C:14]([O:17][C:18](=[O:19])[NH:8][CH2:7][C:6]1[CH:9]=[CH:10][C:3]([Br:2])=[CH:4][CH:5]=1)([CH3:16])([CH3:15])[CH3:13]. The reactants are Cl.[Br:2][C:3]1[CH:10]=[CH:9][C:6]([CH2:7][NH2:8])=[CH:5][CH:4]=1.[OH-].[Na+].[CH3:13][C:14]([O:17][C:18](O[C:18]([O:17][C:14]([CH3:16])([CH3:15])[CH3:13])=[O:19])=[O:19])([CH3:16])[CH3:15]. The catalyst is O1CCOCC1. The yield is 0.960. (3) The reactants are C[O:2][C:3](=[O:27])[CH2:4][CH2:5][CH2:6][N:7]1[CH2:11][CH2:10][CH2:9][C@H:8]1[CH2:12][O:13][C:14]1[CH:19]=[CH:18][C:17]([CH2:20][C:21]2[CH:26]=[CH:25][CH:24]=[CH:23][CH:22]=2)=[CH:16][CH:15]=1.[OH-].[Na+]. The catalyst is CO.O. The product is [CH2:20]([C:17]1[CH:18]=[CH:19][C:14]([O:13][CH2:12][C@@H:8]2[CH2:9][CH2:10][CH2:11][N:7]2[CH2:6][CH2:5][CH2:4][C:3]([OH:27])=[O:2])=[CH:15][CH:16]=1)[C:21]1[CH:22]=[CH:23][CH:24]=[CH:25][CH:26]=1. The yield is 0.770. (4) The reactants are [C:1]([NH:4][C:5]1[CH:10]=[CH:9][C:8]([O:11][C:12](=[O:22])[CH2:13][O:14]CC2C=CC=CC=2)=[CH:7][CH:6]=1)(=[O:3])[CH3:2]. The catalyst is CO.[Pd]. The product is [C:1]([NH:4][C:5]1[CH:10]=[CH:9][C:8]([O:11][C:12](=[O:22])[CH2:13][OH:14])=[CH:7][CH:6]=1)(=[O:3])[CH3:2]. The yield is 0.572. (5) The reactants are [CH3:1][NH2:2].[CH3:3][CH2:4][NH:5][C:6]([C@H:8]1[O:12][C@@H:11]([N:13]2[C:17]3[N:18]=[C:19]([C:23]#[C:24][CH2:25][CH:26]4[CH2:31][CH2:30][CH:29]([C:32]([O:34]C)=O)[CH2:28][CH2:27]4)[N:20]=[C:21]([NH2:22])[C:16]=3[N:15]=[CH:14]2)[C@H:10]([OH:36])[C@@H:9]1[OH:37])=[O:7]. The catalyst is CO. The product is [CH2:4]([NH:5][C:6]([CH:8]1[CH:9]([OH:37])[CH:10]([OH:36])[CH:11]([N:13]2[CH:14]=[N:15][C:16]3[C:17]2=[N:18][C:19]([C:23]#[C:24][CH2:25][CH:26]2[CH2:31][CH2:30][CH:29]([C:32](=[O:34])[NH:2][CH3:1])[CH2:28][CH2:27]2)=[N:20][C:21]=3[NH2:22])[O:12]1)=[O:7])[CH3:3]. The yield is 0.480. (6) The reactants are C(NC(C)C)(C)C.O1CCCC1.C([Li])CCC.[NH2:18][C:19]1[C:20]([Cl:28])=[C:21]([CH:25]=[CH:26][CH:27]=1)[C:22]([OH:24])=[O:23].[N:29]([CH2:32][CH2:33][CH2:34][CH3:35])=[C:30]=[O:31]. The catalyst is CCCCCC. The product is [CH2:32]([NH:29][C:30](=[O:31])[NH:18][C:19]1[C:20]([Cl:28])=[C:21]([CH:25]=[CH:26][CH:27]=1)[C:22]([OH:24])=[O:23])[CH2:33][CH2:34][CH3:35]. The yield is 0.0900. (7) The reactants are ClC1N=[CH:6][C:5]2[S:8][CH:9]=[CH:10][C:4]=2N=1.C[CH2:12][N:13]([CH:17](C)C)C(C)C.[C:20]([N:27]1[CH2:32][CH2:31][NH:30][CH2:29][CH2:28]1)([O:22][C:23]([CH3:26])([CH3:25])[CH3:24])=[O:21].CC#[N:35]. No catalyst specified. The product is [CH3:6][C:5]1[S:8][C:9]2[N:35]=[CH:12][N:13]=[C:17]([N:30]3[CH2:29][CH2:28][N:27]([C:20]([O:22][C:23]([CH3:26])([CH3:25])[CH3:24])=[O:21])[CH2:32][CH2:31]3)[C:10]=2[CH:4]=1. The yield is 0.980. (8) The reactants are [C:1]([C:3]1[CH:8]=[CH:7][C:6]([C:9]2[N:13]3[CH:14]=[C:15]([C:18]4[CH:27]=[CH:26][C:21]([C:22]([O:24]C)=[O:23])=[C:20]([NH:28][CH:29]=[O:30])[CH:19]=4)[CH:16]=[CH:17][C:12]3=[N:11][CH:10]=2)=[CH:5][CH:4]=1)#[N:2].[Li+].[OH-].[CH2:33]1COCC1.O.CCO. No catalyst specified. The product is [C:29]([NH:28][C:20]1[CH:19]=[C:18]([C:15]2[CH:16]=[CH:17][C:12]3[N:13]([C:9]([C:6]4[CH:5]=[CH:4][C:3]([C:1]#[N:2])=[CH:8][CH:7]=4)=[CH:10][N:11]=3)[CH:14]=2)[CH:27]=[CH:26][C:21]=1[C:22]([OH:24])=[O:23])(=[O:30])[CH3:33]. The yield is 0.920. (9) The reactants are [Cl:1][C:2]1[CH:7]=[CH:6][C:5]([C:8]2[C:12]([CH2:13][O:14][C:15]3[CH:23]=[CH:22][C:18]([C:19]([OH:21])=O)=[CH:17][N:16]=3)=[C:11]([CH3:24])[O:10][N:9]=2)=[CH:4][CH:3]=1.CC1ON=C(C2C=CC=CC=2)C=1COC1C=CC(C(O)=O)=CN=1.[NH2:48][C:49]([CH3:53])([CH3:52])[CH2:50][OH:51]. No catalyst specified. The product is [Cl:1][C:2]1[CH:3]=[CH:4][C:5]([C:8]2[C:12]([CH2:13][O:14][C:15]3[CH:23]=[CH:22][C:18]([C:19]([NH:48][C:49]([CH3:53])([CH3:52])[CH2:50][OH:51])=[O:21])=[CH:17][N:16]=3)=[C:11]([CH3:24])[O:10][N:9]=2)=[CH:6][CH:7]=1. The yield is 0.300. (10) The reactants are [F:1][C:2]1[CH:18]=[C:17]([N+:19]([O-:21])=[O:20])[CH:16]=[CH:15][C:3]=1[O:4][C:5]1[CH:10]=[CH:9][N:8]=[C:7]2[CH:11]=[C:12](I)[S:13][C:6]=12.Br[C:23]1[CH:30]=[CH:29][C:26]([CH:27]=[O:28])=[CH:25][N:24]=1. The catalyst is O1CCOCC1.C1C=CC([P]([Pd]([P](C2C=CC=CC=2)(C2C=CC=CC=2)C2C=CC=CC=2)([P](C2C=CC=CC=2)(C2C=CC=CC=2)C2C=CC=CC=2)[P](C2C=CC=CC=2)(C2C=CC=CC=2)C2C=CC=CC=2)(C2C=CC=CC=2)C2C=CC=CC=2)=CC=1. The product is [F:1][C:2]1[CH:18]=[C:17]([N+:19]([O-:21])=[O:20])[CH:16]=[CH:15][C:3]=1[O:4][C:5]1[CH:10]=[CH:9][N:8]=[C:7]2[CH:11]=[C:12]([C:23]3[CH:30]=[CH:29][C:26]([CH:27]=[O:28])=[CH:25][N:24]=3)[S:13][C:6]=12. The yield is 0.520.